Dataset: Forward reaction prediction with 1.9M reactions from USPTO patents (1976-2016). Task: Predict the product of the given reaction. (1) Given the reactants [N:1]1[CH:6]=[CH:5][CH:4]=[CH:3][C:2]=1[C:7]1[O:11][CH:10]=[N:9][CH:8]=1.[C:12]1([S:18][C:19]2[CH:24]=[CH:23][C:22]([CH2:25][CH2:26][C:27](O)=[O:28])=[CH:21][CH:20]=2)[CH:17]=[CH:16][CH:15]=[CH:14][CH:13]=1, predict the reaction product. The product is: [O:28]=[C:27]([C:10]1[O:11][C:7]([C:2]2[CH:3]=[CH:4][CH:5]=[CH:6][N:1]=2)=[CH:8][N:9]=1)[CH2:26][CH2:25][C:22]1[CH:23]=[CH:24][C:19]([S:18][C:12]2[CH:17]=[CH:16][CH:15]=[CH:14][CH:13]=2)=[CH:20][CH:21]=1. (2) The product is: [OH:35][C:36]1[CH:37]=[C:38]([C:42]2[C:43]3[CH2:56][CH2:55][N:54]([C:57]4[CH:58]=[C:59]([CH:62]=[CH:63][CH:64]=4)[C:60]#[N:61])[C:44]=3[N:45]=[C:46]([N:48]3[CH2:49][CH2:50][O:51][CH2:52][CH2:53]3)[N:47]=2)[CH:39]=[CH:40][CH:41]=1. Given the reactants ClC1C(CCCl)=C(C2C=CC=C(OC)C=2)N=C(N2CCOCC2)N=1.C(C1C=C(C=CC=1)N)#N.C[O:35][C:36]1[CH:37]=[C:38]([C:42]2[C:43]3[CH2:56][CH2:55][N:54]([C:57]4[CH:58]=[C:59]([CH:62]=[CH:63][CH:64]=4)[C:60]#[N:61])[C:44]=3[N:45]=[C:46]([N:48]3[CH2:53][CH2:52][O:51][CH2:50][CH2:49]3)[N:47]=2)[CH:39]=[CH:40][CH:41]=1, predict the reaction product. (3) The product is: [F:6][C:7]1[C:8]([F:17])=[C:9]([Si:13]([CH3:14])([CH3:16])[CH3:15])[CH:10]=[CH:11][C:12]=1[B:18]1[O:23][CH2:24][C:4]([CH3:3])([CH3:5])[CH2:20][O:19]1. Given the reactants [Li]C[CH2:3][CH2:4][CH3:5].[F:6][C:7]1[CH:12]=[CH:11][CH:10]=[C:9]([Si:13]([CH3:16])([CH3:15])[CH3:14])[C:8]=1[F:17].[B:18](OC(C)C)([O:23][CH:24](C)C)[O:19][CH:20](C)C.Cl.OCC(C)(CO)C.S([O-])([O-])(=O)=O.[Mg+2], predict the reaction product. (4) Given the reactants C([N:8]1[CH2:13][CH2:12][N:11](CC2C=CC=CC=2)[CH2:10][CH:9]1[C:21]([O:23][CH2:24][CH3:25])=[O:22])C1C=CC=CC=1, predict the reaction product. The product is: [NH:8]1[CH2:13][CH2:12][NH:11][CH2:10][CH:9]1[C:21]([O:23][CH2:24][CH3:25])=[O:22]. (5) Given the reactants [Cl:1][C:2]1[CH:7]=[CH:6][CH:5]=[C:4]([Cl:8])[C:3]=1[C:9]1[CH:14]=[CH:13][CH:12]=[C:11]([O:15]C)[C:10]=1[O:17]C.B(Br)(Br)Br, predict the reaction product. The product is: [Cl:1][C:2]1[CH:7]=[CH:6][CH:5]=[C:4]([Cl:8])[C:3]=1[C:9]1[CH:14]=[CH:13][CH:12]=[C:11]([OH:15])[C:10]=1[OH:17].